From a dataset of Full USPTO retrosynthesis dataset with 1.9M reactions from patents (1976-2016). Predict the reactants needed to synthesize the given product. (1) Given the product [CH2:24]([O:26][C:27]([C:29]1[CH:34]=[C:33]([CH2:35][O:23][C:4]2[CH:5]=[CH:6][C:7]([CH:8]([CH3:22])[C:9]([OH:21])([C:14]3[CH:19]=[CH:18][N:17]=[C:16]([CH3:20])[CH:15]=3)[C:10]([F:13])([F:11])[F:12])=[C:2]([Cl:1])[CH:3]=2)[CH:32]=[CH:31][N:30]=1)=[O:28])[CH3:25], predict the reactants needed to synthesize it. The reactants are: [Cl:1][C:2]1[CH:3]=[C:4]([OH:23])[CH:5]=[CH:6][C:7]=1[CH:8]([CH3:22])[C:9]([OH:21])([C:14]1[CH:19]=[CH:18][N:17]=[C:16]([CH3:20])[CH:15]=1)[C:10]([F:13])([F:12])[F:11].[CH2:24]([O:26][C:27]([C:29]1[CH:34]=[C:33]([CH2:35]Br)[CH:32]=[CH:31][N:30]=1)=[O:28])[CH3:25]. (2) Given the product [Cl:1][C:2]1[CH:3]=[CH:4][C:5]2[N:6]([C:10]([CH3:23])=[C:11]([C:13]3[CH:18]=[CH:17][C:16]([CH3:19])=[C:15]([N+:20]([O-:22])=[O:21])[CH:14]=3)[N:8]=2)[N:7]=1, predict the reactants needed to synthesize it. The reactants are: [Cl:1][C:2]1[N:7]=[N:6][C:5]([NH2:8])=[CH:4][CH:3]=1.Br[CH:10]([CH3:23])[C:11]([C:13]1[CH:18]=[CH:17][C:16]([CH3:19])=[C:15]([N+:20]([O-:22])=[O:21])[CH:14]=1)=O. (3) Given the product [C:21]([O:25][C:26](=[O:27])[N:7]([CH2:6][C:5]1[CH:13]=[CH:14][C:2]([Br:1])=[C:3]([CH3:15])[CH:4]=1)[CH2:8][CH2:9][CH:10]([CH3:12])[CH3:11])([CH3:24])([CH3:23])[CH3:22], predict the reactants needed to synthesize it. The reactants are: [Br:1][C:2]1[CH:14]=[CH:13][C:5]([CH2:6][NH:7][CH2:8][CH2:9][CH:10]([CH3:12])[CH3:11])=[CH:4][C:3]=1[CH3:15].C(=O)(O)[O-].[Na+].[C:21]([O:25][C:26](=O)[O:27]C(C)(C)C)([CH3:24])([CH3:23])[CH3:22]. (4) Given the product [Cl:9][C:10]1[CH:18]=[C:17]2[C:13]([C:14]3([C@@H:20]([C:48]4[CH:53]=[CH:52][CH:51]=[C:50]([Cl:54])[C:49]=4[F:55])[C@H:21]([C:22]([NH:1][C@H:2]4[CH2:7][CH2:6][C@H:5]([OH:8])[CH2:4][CH2:3]4)=[O:47])[N:26]([C@H:25]([C:35]4[CH:36]=[CH:37][CH:38]=[CH:39][CH:40]=4)[C@@H:24]([OH:23])[C:41]4[CH:42]=[CH:43][CH:44]=[CH:45][CH:46]=4)[C:27]43[CH2:28][CH2:29][C:30]([CH3:34])([CH3:33])[CH2:31][CH2:32]4)[C:15](=[O:19])[NH:16]2)=[CH:12][CH:11]=1, predict the reactants needed to synthesize it. The reactants are: [NH2:1][C@H:2]1[CH2:7][CH2:6][C@H:5]([OH:8])[CH2:4][CH2:3]1.[Cl:9][C:10]1[CH:18]=[C:17]2[C:13]([C@@:14]3([C:27]4([CH2:32][CH2:31][C:30]([CH3:34])([CH3:33])[CH2:29][CH2:28]4)[N:26]4[C@@H:21]([C:22](=[O:47])[O:23][C@@H:24]([C:41]5[CH:46]=[CH:45][CH:44]=[CH:43][CH:42]=5)[C@H:25]4[C:35]4[CH:40]=[CH:39][CH:38]=[CH:37][CH:36]=4)[C@@H:20]3[C:48]3[CH:53]=[CH:52][CH:51]=[C:50]([Cl:54])[C:49]=3[F:55])[C:15](=[O:19])[NH:16]2)=[CH:12][CH:11]=1.[Cl-].[NH4+]. (5) Given the product [NH2:15][C:9]1[CH:8]=[C:7]([N:4]2[CH2:3][CH2:2][O:1][CH2:6][CH2:5]2)[CH:14]=[CH:13][C:10]=1[C:11]#[N:12], predict the reactants needed to synthesize it. The reactants are: [O:1]1[CH2:6][CH2:5][N:4]([C:7]2[CH:14]=[CH:13][C:10]([C:11]#[N:12])=[C:9]([N+:15]([O-])=O)[CH:8]=2)[CH2:3][CH2:2]1.C(O)(=O)C. (6) Given the product [CH2:17]([O:24][C:25]1[CH:34]=[C:33]2[C:28]([C:29]([O:16][C:4]3[C:5]([C:9]4[CH:14]=[CH:13][CH:12]=[C:11]([CH3:15])[N:10]=4)=[N:6][C:7]([CH3:8])=[C:2]([CH3:1])[CH:3]=3)=[CH:30][CH:31]=[N:32]2)=[CH:27][C:26]=1[O:36][CH3:37])[C:18]1[CH:19]=[CH:20][CH:21]=[CH:22][CH:23]=1, predict the reactants needed to synthesize it. The reactants are: [CH3:1][C:2]1[CH:3]=[C:4]([OH:16])[C:5]([C:9]2[CH:14]=[CH:13][CH:12]=[C:11]([CH3:15])[N:10]=2)=[N:6][C:7]=1[CH3:8].[CH2:17]([O:24][C:25]1[CH:34]=[C:33]2[C:28]([C:29](Cl)=[CH:30][CH:31]=[N:32]2)=[CH:27][C:26]=1[O:36][CH3:37])[C:18]1[CH:23]=[CH:22][CH:21]=[CH:20][CH:19]=1.C(=O)([O-])[O-].[Cs+].[Cs+].O.